This data is from Forward reaction prediction with 1.9M reactions from USPTO patents (1976-2016). The task is: Predict the product of the given reaction. (1) Given the reactants [NH:1]1[CH2:6][CH2:5][CH2:4][C@@H:3]([NH:7][C:8](=[O:14])[O:9][C:10]([CH3:13])([CH3:12])[CH3:11])[CH2:2]1.Cl[C:16]1[C:21]([C:22]([F:25])([F:24])[F:23])=[CH:20][N:19]=[C:18]2[NH:26][CH:27]=[C:28]([NH:29][C:30](=[O:35])[C@H:31]([O:33][CH3:34])[CH3:32])[C:17]=12, predict the reaction product. The product is: [CH3:34][O:33][C@H:31]([CH3:32])[C:30]([NH:29][C:28]1[C:17]2[C:18](=[N:19][CH:20]=[C:21]([C:22]([F:25])([F:23])[F:24])[C:16]=2[N:1]2[CH2:6][CH2:5][CH2:4][C@@H:3]([NH:7][C:8](=[O:14])[O:9][C:10]([CH3:11])([CH3:13])[CH3:12])[CH2:2]2)[NH:26][CH:27]=1)=[O:35]. (2) The product is: [CH3:44][N:45]([C:46]1[CH:51]=[CH:50][CH:49]=[CH:48][CH:47]=1)[C:20]1[N:19]=[C:18]([CH2:17][CH2:16][O:15][C:11]2[CH:10]=[C:9]3[C:14](=[CH:13][CH:12]=2)[C@H:6]([CH2:5][C:4]([OH:3])=[O:25])[CH2:7][CH2:8]3)[CH:23]=[CH:22][CH:21]=1. Given the reactants C([O:3][C:4](=[O:25])[CH2:5][C@H:6]1[C:14]2[C:9](=[CH:10][C:11]([O:15][CH2:16][CH2:17][C:18]3[CH:23]=[CH:22][CH:21]=[C:20](Cl)[N:19]=3)=[CH:12][CH:13]=2)[CH2:8][CH2:7]1)C.C1(C2C=CC=CC=2)C=CC=CC=1.CC(C)([O-])C.[Na+].[CH3:44][NH:45][C:46]1[CH:51]=[CH:50][CH:49]=[CH:48][CH:47]=1.[Li+].[OH-], predict the reaction product. (3) Given the reactants C([O:8][C:9]1[CH:18]=[C:17]2[C:12]([C:13]([CH3:21])=[C:14]([CH:19]=[O:20])[CH2:15][O:16]2)=[CH:11][CH:10]=1)C1C=CC=CC=1.CC1C=C(C)C(C)=C(C)C=1C.C(O)(C(F)(F)F)=O.C([O-])(O)=O.[Na+], predict the reaction product. The product is: [OH:8][C:9]1[CH:18]=[C:17]2[C:12]([C:13]([CH3:21])=[C:14]([CH:19]=[O:20])[CH2:15][O:16]2)=[CH:11][CH:10]=1. (4) Given the reactants [NH2:1][C:2](=O)[C@@H:3]([N:11]([CH3:19])[C:12](=[O:18])[O:13][C:14]([CH3:17])([CH3:16])[CH3:15])[CH2:4][CH:5]1[CH2:10][CH2:9][O:8][CH2:7][CH2:6]1.CSC.B.OS([O-])(=O)=O.[K+].[OH-].[Na+], predict the reaction product. The product is: [NH2:1][CH2:2][C@@H:3]([N:11]([CH3:19])[C:12](=[O:18])[O:13][C:14]([CH3:15])([CH3:17])[CH3:16])[CH2:4][CH:5]1[CH2:6][CH2:7][O:8][CH2:9][CH2:10]1. (5) Given the reactants [C:1]([N:8]1[CH2:12][CH2:11][CH:10]([OH:13])[CH2:9]1)([O:3][C:4]([CH3:7])([CH3:6])[CH3:5])=[O:2].[H-].[Na+].[Br:16][C:17]1[C:18](Cl)=[N:19][C:20]([Cl:23])=[N:21][CH:22]=1, predict the reaction product. The product is: [Br:16][C:17]1[C:18]([O:13][CH:10]2[CH2:11][CH2:12][N:8]([C:1]([O:3][C:4]([CH3:7])([CH3:6])[CH3:5])=[O:2])[CH2:9]2)=[N:19][C:20]([Cl:23])=[N:21][CH:22]=1. (6) Given the reactants [CH:1]1([CH2:4][NH:5][C:6]([C:8]2[CH:9]=[CH:10][C:11]([CH3:47])=[C:12]([C:14]3[C:15]4[CH:37]=[CH:36][C:35](=[O:38])[N:34]([C:39]5[C:44]([F:45])=[CH:43][CH:42]=[CH:41][C:40]=5[F:46])[C:16]=4[N:17]=[C:18]([NH:20][CH:21]4[CH2:26][CH2:25][N:24](C(OC(C)(C)C)=O)[CH2:23][CH2:22]4)[N:19]=3)[CH:13]=2)=[O:7])[CH2:3][CH2:2]1.C(O)(C(F)(F)F)=O, predict the reaction product. The product is: [CH:1]1([CH2:4][NH:5][C:6](=[O:7])[C:8]2[CH:9]=[CH:10][C:11]([CH3:47])=[C:12]([C:14]3[C:15]4[CH:37]=[CH:36][C:35](=[O:38])[N:34]([C:39]5[C:40]([F:46])=[CH:41][CH:42]=[CH:43][C:44]=5[F:45])[C:16]=4[N:17]=[C:18]([NH:20][CH:21]4[CH2:26][CH2:25][NH:24][CH2:23][CH2:22]4)[N:19]=3)[CH:13]=2)[CH2:3][CH2:2]1. (7) Given the reactants Cl.[Cl:2][C:3]1[CH:8]=[C:7]([CH2:9][NH:10][C:11]([C@@H:13]2[CH2:17][C@@H:16]([F:18])[CH2:15][NH:14]2)=[O:12])[CH:6]=[C:5]([C:19]2[CH:20]=[N:21][C:22]([C:25]([F:28])([F:27])[F:26])=[CH:23][CH:24]=2)[N:4]=1.[F:29][C:30]1[CH:35]=[CH:34][C:33]([S:36](Cl)(=[O:38])=[O:37])=[CH:32][CH:31]=1.C(N(CC)CC)C, predict the reaction product. The product is: [Cl:2][C:3]1[CH:8]=[C:7]([CH2:9][NH:10][C:11]([C@@H:13]2[CH2:17][C@@H:16]([F:18])[CH2:15][N:14]2[S:36]([C:33]2[CH:34]=[CH:35][C:30]([F:29])=[CH:31][CH:32]=2)(=[O:38])=[O:37])=[O:12])[CH:6]=[C:5]([C:19]2[CH:20]=[N:21][C:22]([C:25]([F:28])([F:26])[F:27])=[CH:23][CH:24]=2)[N:4]=1.